This data is from Catalyst prediction with 721,799 reactions and 888 catalyst types from USPTO. The task is: Predict which catalyst facilitates the given reaction. Reactant: C[O:2][C:3]([C:5]1[CH:6]=[C:7]([Cl:24])[CH:8]=[C:9]2[C:14]=1[NH:13][CH:12]([C:15]1[CH:20]=[CH:19][CH:18]=[C:17](Br)[CH:16]=1)[CH2:11][C:10]2([CH3:23])[CH3:22])=[O:4].[NH2:25][C:26]1([C:29]([OH:31])=[O:30])[CH2:28][CH2:27]1.C(=O)([O-])[O-].[K+].[K+]. Product: [C:29]([C:26]1([NH:25][C:17]2[CH:16]=[C:15]([CH:12]3[CH2:11][C:10]([CH3:22])([CH3:23])[C:9]4[C:14](=[C:5]([C:3]([OH:2])=[O:4])[CH:6]=[C:7]([Cl:24])[CH:8]=4)[NH:13]3)[CH:20]=[CH:19][CH:18]=2)[CH2:28][CH2:27]1)([OH:31])=[O:30]. The catalyst class is: 156.